From a dataset of Full USPTO retrosynthesis dataset with 1.9M reactions from patents (1976-2016). Predict the reactants needed to synthesize the given product. (1) Given the product [CH2:22]([O:21][C:19](=[O:20])[C:18](=[C:12]1[CH2:13][CH2:14][N:9]([C:1](=[O:8])[C:2]2[CH:7]=[CH:6][CH:5]=[CH:4][CH:3]=2)[CH2:10][CH2:11]1)[C:16]#[N:17])[CH3:23], predict the reactants needed to synthesize it. The reactants are: [C:1]([N:9]1[CH2:14][CH2:13][C:12](=O)[CH2:11][CH2:10]1)(=[O:8])[C:2]1[CH:7]=[CH:6][CH:5]=[CH:4][CH:3]=1.[C:16]([CH2:18][C:19]([O:21][CH2:22][CH3:23])=[O:20])#[N:17].C([O-])(=O)C.[NH4+].C(O)(=O)C. (2) Given the product [Cl:40][C:35]1[CH:36]=[C:37]2[C:32](=[CH:33][CH:34]=1)[CH:31]=[C:30]([S:27]([CH2:26][CH2:25][C:24]([N:21]1[CH2:20][CH2:19][CH:18]([N:16]3[CH2:17][C:13]4=[CH:12][N:11]=[C:10]([CH2:9][OH:8])[N:14]4[C:15]3=[O:42])[CH2:23][CH2:22]1)=[O:41])(=[O:28])=[O:29])[CH:39]=[CH:38]2, predict the reactants needed to synthesize it. The reactants are: [Si]([O:8][CH2:9][C:10]1[N:14]2[C:15](=[O:42])[N:16]([CH:18]3[CH2:23][CH2:22][N:21]([C:24](=[O:41])[CH2:25][CH2:26][S:27]([C:30]4[CH:39]=[CH:38][C:37]5[C:32](=[CH:33][CH:34]=[C:35]([Cl:40])[CH:36]=5)[CH:31]=4)(=[O:29])=[O:28])[CH2:20][CH2:19]3)[CH2:17][C:13]2=[CH:12][N:11]=1)(C(C)(C)C)(C)C.C1COCC1.O.